This data is from Reaction yield outcomes from USPTO patents with 853,638 reactions. The task is: Predict the reaction yield, written as a fraction of the theoretical maximum amount of product (1.0 means a 100% yield; for example, 0.34 means a 34% yield). (1) The reactants are P(Cl)(Cl)(Cl)=O.[NH2:6][C:7]1[C:8]([C:14]([NH2:16])=O)=[N:9][C:10]([I:13])=[CH:11][N:12]=1.O.[CH3:18][N:19]([CH3:22])[CH:20]=O. No catalyst specified. The product is [C:14]([C:8]1[C:7]([N:6]=[CH:18][N:19]([CH3:22])[CH3:20])=[N:12][CH:11]=[C:10]([I:13])[N:9]=1)#[N:16]. The yield is 0.840. (2) The yield is 0.860. The catalyst is CO.O1CCOCC1. The product is [Cl:1][C:2]1[CH:3]=[C:4]([NH:9][C:10]2[C:19]3[C:14](=[CH:15][C:16]([O:22][CH2:23][CH:28]4[O:27][CH2:26][CH2:25][NH:24][CH2:29]4)=[C:17]([O:20][CH3:21])[CH:18]=3)[N:13]=[CH:12][N:11]=2)[CH:5]=[CH:6][C:7]=1[Cl:8]. The reactants are [Cl:1][C:2]1[CH:3]=[C:4]([NH:9][C:10]2[C:19]3[C:14](=[CH:15][C:16]([O:22][CH:23]4[CH2:28][O:27][CH2:26][CH2:25][N:24]4[C:29]([O-])=O)=[C:17]([O:20][CH3:21])[CH:18]=3)[N:13]=[CH:12][N:11]=2)[CH:5]=[CH:6][C:7]=1[Cl:8].Cl.C(OCC)C. (3) The product is [C:2]([C:4]1[C:16]([N+:17]([O-:19])=[O:18])=[CH:15][CH:14]=[CH:13][C:5]=1[O:6][CH2:7][C@H:8]1[CH2:12][CH2:11][CH2:10][N:9]1[C:25]([NH:24][C:20]([CH3:23])([CH3:22])[CH3:21])=[O:26])#[N:3]. The yield is 1.00. No catalyst specified. The reactants are [Cl-].[C:2]([C:4]1[C:16]([N+:17]([O-:19])=[O:18])=[CH:15][CH:14]=[CH:13][C:5]=1[O:6][CH2:7][C@H:8]1[CH2:12][CH2:11][CH2:10][NH2+:9]1)#[N:3].[C:20]([N:24]=[C:25]=[O:26])([CH3:23])([CH3:22])[CH3:21]. (4) The reactants are FC(F)(F)S([O:6][Si:7]([CH:14]([CH3:16])[CH3:15])([CH:11]([CH3:13])[CH3:12])[CH:8]([CH3:10])[CH3:9])(=O)=O.[F:19][C:20]1[CH:21]=[CH:22][C:23]2[N:24]([C:26]([N:29]3[CH2:33][CH2:32][C@H:31](O)[CH2:30]3)=[N:27][N:28]=2)[CH:25]=1.CCN(CC)CC. The catalyst is CN(C=O)C. The product is [F:19][C:20]1[CH:21]=[CH:22][C:23]2[N:24]([C:26]([N:29]3[CH2:33][CH2:32][C@H:31]([O:6][Si:7]([CH:8]([CH3:9])[CH3:10])([CH:11]([CH3:12])[CH3:13])[CH:14]([CH3:15])[CH3:16])[CH2:30]3)=[N:27][N:28]=2)[CH:25]=1. The yield is 0.860.